This data is from Reaction yield outcomes from USPTO patents with 853,638 reactions. The task is: Predict the reaction yield, written as a fraction of the theoretical maximum amount of product (1.0 means a 100% yield; for example, 0.34 means a 34% yield). (1) The reactants are [C:1]([O:5][C:6]([N:8]1[CH2:14][CH2:13][CH2:12][C:11](=[CH:15][CH2:16][OH:17])[CH2:10][CH2:9]1)=[O:7])([CH3:4])([CH3:3])[CH3:2].C(Cl)(Cl)Cl. The catalyst is CCCCCC.[O-2].[O-2].[Mn+4]. The product is [C:1]([O:5][C:6]([N:8]1[CH2:14][CH2:13][CH2:12][C:11](=[CH:15][CH:16]=[O:17])[CH2:10][CH2:9]1)=[O:7])([CH3:4])([CH3:3])[CH3:2]. The yield is 0.550. (2) The reactants are [NH2:1][C:2]1[N:3]([C:15]([C:17]2[N:18]=[C:19]([C:22]3[CH:23]=[CH:24][C:25]4[O:29][CH2:28][CH2:27][C:26]=4[CH:30]=3)[S:20][CH:21]=2)=[O:16])[CH:4]=[C:5]([C:7]2[CH:12]=[CH:11][CH:10]=[C:9]([O:13][CH3:14])[CH:8]=2)[N:6]=1.C1(C)C(C)=CC=CC=1. The catalyst is CN(C)C=O. The product is [O:29]1[C:25]2[CH:24]=[CH:23][C:22]([C:19]3[S:20][CH:21]=[C:17]([C:15]([NH:3][C:2]4[NH:1][CH:4]=[C:5]([C:7]5[CH:12]=[CH:11][CH:10]=[C:9]([O:13][CH3:14])[CH:8]=5)[N:6]=4)=[O:16])[N:18]=3)=[CH:30][C:26]=2[CH2:27][CH2:28]1. The yield is 0.700. (3) The yield is 0.770. The reactants are [CH3:1][O:2][CH2:3][CH2:4][N:5]1[C:13]2[CH:12]=[CH:11][CH:10]=[C:9]([CH:14]=[O:15])[C:8]=2[CH:7]=[CH:6]1.[C:16](O[C:16]([C:18]([F:21])([F:20])[F:19])=[O:17])([C:18]([F:21])([F:20])[F:19])=[O:17]. The product is [CH3:1][O:2][CH2:3][CH2:4][N:5]1[C:13]2[CH:12]=[CH:11][CH:10]=[C:9]([CH:14]=[O:15])[C:8]=2[C:7]([C:16](=[O:17])[C:18]([F:21])([F:20])[F:19])=[CH:6]1. The catalyst is CN(C=O)C. (4) The product is [CH3:12][NH:11][S:8]([C:5]1[CH:6]=[CH:7][C:2]([N:13]2[CH2:18][CH2:17][NH:16][CH2:15][CH2:14]2)=[CH:3][CH:4]=1)(=[O:10])=[O:9]. The reactants are F[C:2]1[CH:7]=[CH:6][C:5]([S:8]([NH:11][CH3:12])(=[O:10])=[O:9])=[CH:4][CH:3]=1.[NH:13]1[CH2:18][CH2:17][NH:16][CH2:15][CH2:14]1. The catalyst is O. The yield is 0.870. (5) The reactants are [CH3:1][CH2:2][O:3][C:4]([C:6]1[N:7](C(OC(C)(C)C)=O)[C:8]2[C:13]([CH:14]=1)=[CH:12][C:11]([Cl:15])=[CH:10][C:9]=2[CH2:16][C:17]#[N:18])=[O:5].C(O)(C(F)(F)F)=O. The catalyst is C(Cl)Cl. The product is [CH2:2]([O:3][C:4]([C:6]1[NH:7][C:8]2[C:13]([CH:14]=1)=[CH:12][C:11]([Cl:15])=[CH:10][C:9]=2[CH2:16][C:17]#[N:18])=[O:5])[CH3:1]. The yield is 0.350. (6) The reactants are [F:1][C:2]1[CH:7]=[CH:6][CH:5]=[C:4]([F:8])[C:3]=1[N:9]1[C:14]2[N:15]=[C:16](S(C)=O)[N:17]=[C:18]([C:19]3[CH:20]=[C:21]([CH:28]=[CH:29][C:30]=3[CH3:31])[C:22]([NH:24][CH:25]([CH3:27])[CH3:26])=[O:23])[C:13]=2[CH2:12][NH:11][C:10]1=[O:35].[CH3:36][N:37]1[CH2:42][CH2:41][CH:40]([NH2:43])[CH2:39][CH2:38]1. The catalyst is C1COCC1. The product is [F:1][C:2]1[CH:7]=[CH:6][CH:5]=[C:4]([F:8])[C:3]=1[N:9]1[C:14]2[N:15]=[C:16]([NH:43][CH:40]3[CH2:41][CH2:42][N:37]([CH3:36])[CH2:38][CH2:39]3)[N:17]=[C:18]([C:19]3[CH:20]=[C:21]([CH:28]=[CH:29][C:30]=3[CH3:31])[C:22]([NH:24][CH:25]([CH3:27])[CH3:26])=[O:23])[C:13]=2[CH2:12][NH:11][C:10]1=[O:35]. The yield is 0.820. (7) The reactants are Cl.[NH2:2][CH2:3][CH2:4][O:5][C:6]1[N:11]=[C:10]([NH:12][C:13]2[C:14](=[O:21])[N:15]([CH3:20])[CH:16]=[C:17]([Br:19])[CH:18]=2)[CH:9]=[CH:8][CH:7]=1.CCN(CC)CC.[C:29](Cl)(=[O:32])[CH2:30][CH3:31]. The catalyst is C(Cl)Cl. The product is [Br:19][C:17]1[CH:18]=[C:13]([NH:12][C:10]2[N:11]=[C:6]([O:5][CH2:4][CH2:3][NH:2][C:29](=[O:32])[CH2:30][CH3:31])[CH:7]=[CH:8][CH:9]=2)[C:14](=[O:21])[N:15]([CH3:20])[CH:16]=1. The yield is 0.540. (8) The yield is 0.800. The catalyst is CO.CS(C)=O.CCN(CC)CC.CC([O-])=O.CC([O-])=O.[Pd+2].C1C=CC(P(C2C=CC=CC=2)[C-]2C=CC=C2)=CC=1.C1C=CC(P(C2C=CC=CC=2)[C-]2C=CC=C2)=CC=1.[Fe+2]. The reactants are Br[C:2]1[S:6][C:5]([C:7]2[N:11]3[N:12]=[C:13]([CH3:21])[CH:14]=[C:15]([CH:16]([CH2:19][CH3:20])[CH2:17][CH3:18])[C:10]3=[N:9][C:8]=2[CH3:22])=[C:4]([CH3:23])[CH:3]=1.C[CH2:25][O:26][C:27](C)=[O:28]. The product is [CH3:25][O:26][C:27]([C:2]1[S:6][C:5]([C:7]2[N:11]3[N:12]=[C:13]([CH3:21])[CH:14]=[C:15]([CH:16]([CH2:19][CH3:20])[CH2:17][CH3:18])[C:10]3=[N:9][C:8]=2[CH3:22])=[C:4]([CH3:23])[CH:3]=1)=[O:28]. (9) The reactants are [N-:1]=[N+:2]=[N-:3].[Na+].[C:5]([O:9][C:10](=[O:27])[C:11]1[C:16]([NH:17][C:18]2[CH:23]=[CH:22][C:21]([Br:24])=[CH:20][C:19]=2[Cl:25])=[CH:15][C:14](Cl)=[N:13][CH:12]=1)([CH3:8])([CH3:7])[CH3:6]. The catalyst is CN(C=O)C.CCOC(C)=O. The product is [C:5]([O:9][C:10](=[O:27])[C:11]1[C:16]([NH:17][C:18]2[CH:23]=[CH:22][C:21]([Br:24])=[CH:20][C:19]=2[Cl:25])=[CH:15][C:14]([N:1]=[N+:2]=[N-:3])=[N:13][CH:12]=1)([CH3:8])([CH3:6])[CH3:7]. The yield is 0.430.